This data is from Catalyst prediction with 721,799 reactions and 888 catalyst types from USPTO. The task is: Predict which catalyst facilitates the given reaction. Reactant: [F:1][C:2]([F:20])([F:19])[C:3]([N:5]1[CH2:11][CH2:10][C:9]2[CH:12]=[CH:13][C:14]([CH:16]=[N:17][OH:18])=[CH:15][C:8]=2[CH2:7][CH2:6]1)=[O:4].BrN1C(=O)[CH2:25][CH2:24][C:23]1=O.ClC(C)=C.C(N(CC)CC)C. Product: [F:20][C:2]([F:1])([F:19])[C:3]([N:5]1[CH2:11][CH2:10][C:9]2[CH:12]=[CH:13][C:14]([C:16]3[CH:23]=[C:24]([CH3:25])[O:18][N:17]=3)=[CH:15][C:8]=2[CH2:7][CH2:6]1)=[O:4]. The catalyst class is: 22.